Dataset: Catalyst prediction with 721,799 reactions and 888 catalyst types from USPTO. Task: Predict which catalyst facilitates the given reaction. (1) Reactant: CC(OI1(OC(C)=O)(OC(C)=O)OC(=O)C2C=CC=CC1=2)=O.OCC1C=C(C)N=C(NC(=O)O)C=1.[C:36]([O:40][C:41](=[O:52])[NH:42][C:43]1[CH:48]=[C:47]([CH2:49][OH:50])[CH:46]=[C:45]([CH3:51])[N:44]=1)([CH3:39])([CH3:38])[CH3:37].O. Product: [C:36]([O:40][C:41](=[O:52])[NH:42][C:43]1[CH:48]=[C:47]([CH:49]=[O:50])[CH:46]=[C:45]([CH3:51])[N:44]=1)([CH3:39])([CH3:38])[CH3:37]. The catalyst class is: 202. (2) Reactant: [CH2:1]([O:3][C:4](=[O:13])[CH2:5][C:6]1[CH:11]=[CH:10][CH:9]=[C:8]([OH:12])[CH:7]=1)[CH3:2].F[C:15]1[CH:22]=[CH:21][C:20]([F:23])=[CH:19][C:16]=1[CH:17]=[O:18].C(=O)([O-])[O-].[K+].[K+]. Product: [CH2:1]([O:3][C:4](=[O:13])[CH2:5][C:6]1[CH:11]=[CH:10][CH:9]=[C:8]([O:12][C:15]2[CH:22]=[CH:21][C:20]([F:23])=[CH:19][C:16]=2[CH:17]=[O:18])[CH:7]=1)[CH3:2]. The catalyst class is: 12. (3) Product: [CH:4]1([C:5]2[NH:6][C:7]3[C:8]([CH:13]=2)=[CH:9][CH:10]=[CH:11][CH:12]=3)[CH2:1][CH2:3]1. The catalyst class is: 205. Reactant: [CH:1]1([C:4]#[C:5][NH:6][C:7]2[CH:12]=[CH:11][CH:10]=[CH:9][CH:8]=2)[CH2:3]C1.[CH3:13]N(C)C=O. (4) Reactant: [C:1]([O:5][C:6]([C:8]1[O:9][C:10]2[CH:16]=[C:15]([O:17]CC3C=CC=CC=3)[CH:14]=[CH:13][C:11]=2[CH:12]=1)=[O:7])([CH3:4])([CH3:3])[CH3:2].[H][H]. Product: [C:1]([O:5][C:6]([C:8]1[O:9][C:10]2[CH:16]=[C:15]([OH:17])[CH:14]=[CH:13][C:11]=2[CH:12]=1)=[O:7])([CH3:4])([CH3:2])[CH3:3]. The catalyst class is: 358.